Dataset: Forward reaction prediction with 1.9M reactions from USPTO patents (1976-2016). Task: Predict the product of the given reaction. (1) Given the reactants [Cl:1][C:2]1[CH:10]=[C:9]2[C:5]([C:6]([C:11](=[O:16])[C:12]([F:15])([F:14])[F:13])=[CH:7][NH:8]2)=[CH:4][CH:3]=1.C(=O)([O-])[O-].[K+].[K+].Br[CH2:24][CH:25]([CH3:27])[CH3:26], predict the reaction product. The product is: [Cl:1][C:2]1[CH:10]=[C:9]2[C:5]([C:6]([C:11](=[O:16])[C:12]([F:13])([F:14])[F:15])=[CH:7][N:8]2[CH2:24][CH:25]([CH3:27])[CH3:26])=[CH:4][CH:3]=1. (2) Given the reactants [F:1][C:2]1[CH:7]=[CH:6][C:5]([NH:8][C:9]2[S:13][C:12]3=[N:14][CH:15]=[C:16](I)[N:11]3[N:10]=2)=[CH:4][CH:3]=1.[OH:18][C:19]1[CH:24]=[CH:23][C:22](B(O)O)=[CH:21][CH:20]=1.C(=O)([O-])[O-].[Cs+].[Cs+].O, predict the reaction product. The product is: [F:1][C:2]1[CH:7]=[CH:6][C:5]([NH:8][C:9]2[S:13][C:12]3=[N:14][CH:15]=[C:16]([C:22]4[CH:23]=[CH:24][C:19]([OH:18])=[CH:20][CH:21]=4)[N:11]3[N:10]=2)=[CH:4][CH:3]=1. (3) Given the reactants [OH:1][C:2]1[CH:3]=[C:4]([CH:19]=[CH:20][CH:21]=1)[O:5][CH2:6][CH2:7][N:8]1[C:16](=[O:17])[C:15]2[C:10](=[CH:11][CH:12]=[CH:13][CH:14]=2)[C:9]1=[O:18].[CH2:22]([O:29][CH2:30][CH2:31][CH2:32][CH2:33][CH2:34]OS(C)(=O)=O)[C:23]1[CH:28]=[CH:27][CH:26]=[CH:25][CH:24]=1, predict the reaction product. The product is: [CH2:22]([O:29][CH2:30][CH2:31][CH2:32][CH2:33][CH2:34][O:1][C:2]1[CH:3]=[C:4]([CH:19]=[CH:20][CH:21]=1)[O:5][CH2:6][CH2:7][N:8]1[C:9](=[O:18])[C:10]2[C:15](=[CH:14][CH:13]=[CH:12][CH:11]=2)[C:16]1=[O:17])[C:23]1[CH:28]=[CH:27][CH:26]=[CH:25][CH:24]=1. (4) Given the reactants [CH3:1][C:2]([NH:4][CH:5]1[C:15]2[CH:16]=[C:17]([OH:20])[CH:18]=[CH:19][C:14]=2[C:13]2[C:8](=[CH:9][C:10]([O:25][CH3:26])=[C:11]([O:23][CH3:24])[C:12]=2[O:21][CH3:22])[CH2:7][CH2:6]1)=[O:3].Cl[C:28](OC1C=CC([N+]([O-])=O)=CC=1)=[O:29].C(N(CC)CC)C.[NH2:47][CH2:48][CH2:49][CH2:50][CH2:51][N:52]1[CH2:57][CH2:56][O:55][CH2:54][CH2:53]1, predict the reaction product. The product is: [O:55]1[CH2:54][CH2:53][N:52]([CH2:51][CH2:50][CH2:49][CH2:48][NH:47][C:28](=[O:29])[O:20][C:17]2[CH:18]=[CH:19][C:14]3[C:13]4[C:12]([O:21][CH3:22])=[C:11]([O:23][CH3:24])[C:10]([O:25][CH3:26])=[CH:9][C:8]=4[CH2:7][CH2:6][C@H:5]([NH:4][C:2](=[O:3])[CH3:1])[C:15]=3[CH:16]=2)[CH2:57][CH2:56]1. (5) The product is: [F:3][C:4]1[CH:9]=[CH:8][C:7]([O:10][C:12]2[CH:17]=[CH:16][C:15]([C:18]3[S:19][C:20]4[N:21]=[CH:22][N:23]=[CH:24][C:25]=4[N:26]=3)=[CH:14][C:13]=2[C:27]#[N:28])=[CH:6][CH:5]=1. Given the reactants [H-].[Na+].[F:3][C:4]1[CH:9]=[CH:8][C:7]([OH:10])=[CH:6][CH:5]=1.Cl[C:12]1[CH:17]=[CH:16][C:15]([C:18]2[S:19][C:20]3[N:21]=[CH:22][N:23]=[CH:24][C:25]=3[N:26]=2)=[CH:14][C:13]=1[C:27]#[N:28].O, predict the reaction product.